Task: Predict the product of the given reaction.. Dataset: Forward reaction prediction with 1.9M reactions from USPTO patents (1976-2016) (1) Given the reactants S(Cl)([Cl:3])=O.[CH3:5][O:6][C:7](=[O:16])[C:8]1[CH:13]=[CH:12][C:11]([CH2:14]O)=[N:10][CH:9]=1, predict the reaction product. The product is: [CH3:5][O:6][C:7](=[O:16])[C:8]1[CH:13]=[CH:12][C:11]([CH2:14][Cl:3])=[N:10][CH:9]=1. (2) Given the reactants O[CH2:2][C:3]1[N:4]=[CH:5][N:6]([C:8]([C:21]2[CH:26]=[CH:25][CH:24]=[CH:23][CH:22]=2)([C:15]2[CH:20]=[CH:19][CH:18]=[CH:17][CH:16]=2)[C:9]2[CH:14]=[CH:13][CH:12]=[CH:11][CH:10]=2)[CH:7]=1.S(Cl)([Cl:29])=O, predict the reaction product. The product is: [Cl:29][CH2:2][C:3]1[N:4]=[CH:5][N:6]([C:8]([C:21]2[CH:26]=[CH:25][CH:24]=[CH:23][CH:22]=2)([C:15]2[CH:20]=[CH:19][CH:18]=[CH:17][CH:16]=2)[C:9]2[CH:14]=[CH:13][CH:12]=[CH:11][CH:10]=2)[CH:7]=1.